From a dataset of Experimentally validated miRNA-target interactions with 360,000+ pairs, plus equal number of negative samples. Binary Classification. Given a miRNA mature sequence and a target amino acid sequence, predict their likelihood of interaction. (1) The miRNA is hsa-miR-668-3p with sequence UGUCACUCGGCUCGGCCCACUAC. The protein sequence of the target gene is MGSVCVRLWAYLQPFLPCWSQEADKSVVIENPGAFCPPEAPRSQEPERSHGQYFVALFDYQARTAEDLSFRAGDKLQVLDTSHEGWWLARHLEKKGTGLGQQLQGYIPSNYVAEDRSLQAEPWFFGAIKRADAEKQLLYSENQTGAFLIRESESQKGDFSLSVLDEGVVKHYRIRRLDEGGFFLTRRKVFSTLNEFVNYYTTTSDGLCVKLEKPCLKIQVPTPFDLSYKTADQWEIDRNSIQLLKRLGSGQFGEVWEGLWNNTTPVAVKTLKPGSMDPNDFLREAQIMKSLRHPKLIQLY.... Result: 0 (no interaction). (2) The miRNA is mmu-miR-2183 with sequence UUGAACCCCUGACCUCCU. The protein sequence of the target gene is MCDCFHMVLPTWPGTPGSVSGRQLQPGEPGAETEDDHSVTEGPADEGIRPRPQGSSPVYEYTTEAADFGLQEDAPGRQGSAGRRRSWWKRDSGDSRTFFRMSRPEAVQEATEVTLKTEVEAGASGYSVTGGGDQGIFVKQVLKDSSAAKLFNLREGDQLLSTTVFFENIKYEDALKILQYSEPYKVQFKIRRQLPAPQDEEWASSDAQHGPQGKEKEDTDVADGCRETPTKTLEGDGDQERLISKPRVGRGRQSQRERLSWPKFQSIKSKRGPGPQRSHSSSEAYEPRDAHDVSPTSTDT.... Result: 0 (no interaction). (3) The miRNA is mmu-miR-466i-5p with sequence UGUGUGUGUGUGUGUGUGUG. The protein sequence of the target gene is MATALPRTLGELQLYRILQKANLLSYFDAFIQQGGDDVQQLCEAGEEEFLEIMALVGMASKPLHVRRLQKALRDWVTNPGLFNQPLTSLPVSSIPIYKLPEGSPTWLGISCNSYERSSSSREPHLKIPKCAATTCVQSLGQGKSEVGSLALQSVSDSRLWQGHHATESEHSLSPADLGSPASPKESSEALDAAAALSVAECVERMAPTLPKSDLSEVKELLKNNKKLAKMIGHIFEMSDEDPHKEEEIRKYSAIYGRFDSKRKDGKHLTLHELTVNEAAAQLCVKDNALLTRRDELFALA.... Result: 1 (interaction). (4) The miRNA is cel-miR-1817 with sequence UAGCCAAUGUCUUCUCUAUCAUG. The protein sequence of the target gene is MDIASPPTSKCITYWKRKVKSEYMRLRQLKRLQANMGAKALYVANFAKVQEKTQILNEEWKKLRVQPVQPMKPVSGHPFLKKCTIESIFPGFDSQDMLMRSLNTVALVPIMYSWSPLQQNFMVEDETVLCNIPYMGDEVKEEDETFIEELINNYDGKVHGEEEMIPGSVLISDAVFLELVDALNQYSDEEEDGHNDPSDGKQDDSKEDLPVTRKRKRHAIEGNKKSSKKQFPNDMIFSAIASMFPENGVPDDMKERYRELTEMSDPNALPPQCTPNIDGPNAKSVQREQSLHSFHTLFCR.... Result: 0 (no interaction). (5) The miRNA is hsa-miR-4666a-3p with sequence CAUACAAUCUGACAUGUAUUU. The protein sequence of the target gene is MARILLLFLPGLVAVCAVHGIFMDRLASKKLCADDECVYTISLASAQEDYNAPDCRFINVKKGQQIYVYSKLVKENGAGEFWAGSVYGDGQDEMGVVGYFPRNLVKEQRVYQEATKEVPTTDIDFFCE. Result: 0 (no interaction). (6) The miRNA is hsa-miR-15a-5p with sequence UAGCAGCACAUAAUGGUUUGUG. The protein sequence of the target gene is MAFVKSGWLLRQSTILKRWKKNWFDLWSDGHLIYYDDQTRQNIEDKVHMPMDCINIRTGQECRDTQPPDGKSKDCMLQIVCRDGKTISLCAESTDDCLAWKFTLQDSRTNTAYVGSAVMTDETSVVSSPPPYTAYAAPAPEQAYGYGPYGGAYPPGTQVVYAANGQAYAVPYQYPYAGLYGQQPANQVIIRERYRDNDSDLALGMLAGAATGMALGSLFWVF. Result: 1 (interaction).